Dataset: Full USPTO retrosynthesis dataset with 1.9M reactions from patents (1976-2016). Task: Predict the reactants needed to synthesize the given product. (1) Given the product [Cl:42][C:27]1[C:28]([NH:30][C:31]2[C:40]([F:41])=[CH:39][CH:38]=[CH:37][C:32]=2[C:33]([NH:35][CH3:36])=[O:34])=[N:29][C:24]([NH:1][C:2]2[CH:22]=[CH:21][C:5]3[C:6]([CH3:19])([CH3:20])[CH2:7][CH:8]([NH:12][C:13](=[O:18])[C:14]([F:17])([F:15])[F:16])[C:9](=[O:11])[NH:10][C:4]=3[CH:3]=2)=[N:25][CH:26]=1, predict the reactants needed to synthesize it. The reactants are: [NH2:1][C:2]1[CH:22]=[CH:21][C:5]2[C:6]([CH3:20])([CH3:19])[CH2:7][CH:8]([NH:12][C:13](=[O:18])[C:14]([F:17])([F:16])[F:15])[C:9](=[O:11])[NH:10][C:4]=2[CH:3]=1.Cl[C:24]1[N:29]=[C:28]([NH:30][C:31]2[C:40]([F:41])=[CH:39][CH:38]=[CH:37][C:32]=2[C:33]([NH:35][CH3:36])=[O:34])[C:27]([Cl:42])=[CH:26][N:25]=1. (2) Given the product [C:21]1([S:27]([N:30]2[C:38]3[C:33](=[CH:34][C:35]([C:3]4[N:4]=[C:5]([C:7]5[CH:12]=[CH:11][CH:10]=[CH:9][N:8]=5)[S:6][C:2]=4[CH3:1])=[CH:36][CH:37]=3)[CH:32]=[C:31]2[C:48]2[CH:53]=[CH:52][CH:51]=[CH:50][C:49]=2[CH3:54])(=[O:28])=[O:29])[CH:26]=[CH:25][CH:24]=[CH:23][CH:22]=1, predict the reactants needed to synthesize it. The reactants are: [CH3:1][C:2]1[S:6][C:5]([C:7]2[CH:12]=[CH:11][CH:10]=[CH:9][N:8]=2)=[N:4][C:3]=1OS(C(F)(F)F)(=O)=O.[C:21]1([S:27]([N:30]2[C:38]3[C:33](=[CH:34][C:35](B4OC(C)(C)C(C)(C)O4)=[CH:36][CH:37]=3)[CH:32]=[C:31]2[C:48]2[CH:53]=[CH:52][CH:51]=[CH:50][C:49]=2[CH3:54])(=[O:29])=[O:28])[CH:26]=[CH:25][CH:24]=[CH:23][CH:22]=1.C([O-])([O-])=O.[K+].[K+]. (3) Given the product [CH2:1]([N:8]1[C:16]2[C:15](=[O:17])[N:14]([CH2:18][CH2:19][CH2:20][O:21][CH:22]3[CH2:27][CH2:26][CH2:25][CH2:24][O:23]3)[C:13](=[O:28])[N:12]([CH2:29][O:30][CH2:31][CH2:32][Si:33]([CH3:36])([CH3:35])[CH3:34])[C:11]=2[N:10]=[C:9]1[O:47][C:43]1[CH:44]=[CH:45][CH:46]=[C:41]([O:40][C:39]([F:38])([F:48])[F:49])[CH:42]=1)[C:2]1[CH:7]=[CH:6][CH:5]=[CH:4][CH:3]=1, predict the reactants needed to synthesize it. The reactants are: [CH2:1]([N:8]1[C:16]2[C:15](=[O:17])[N:14]([CH2:18][CH2:19][CH2:20][O:21][CH:22]3[CH2:27][CH2:26][CH2:25][CH2:24][O:23]3)[C:13](=[O:28])[N:12]([CH2:29][O:30][CH2:31][CH2:32][Si:33]([CH3:36])([CH3:35])[CH3:34])[C:11]=2[N:10]=[C:9]1Cl)[C:2]1[CH:7]=[CH:6][CH:5]=[CH:4][CH:3]=1.[F:38][C:39]([F:49])([F:48])[O:40][C:41]1[CH:42]=[C:43]([OH:47])[CH:44]=[CH:45][CH:46]=1.C(=O)([O-])[O-].[K+].[K+].